From a dataset of Full USPTO retrosynthesis dataset with 1.9M reactions from patents (1976-2016). Predict the reactants needed to synthesize the given product. Given the product [CH2:1]([N:8]1[CH2:12][CH2:11][C@@H:10]([N:13]([C:14]2[CH:19]=[N:18][CH:17]=[C:16]([Cl:20])[N:15]=2)[C:21](=[O:22])[O:23][C:24]([CH3:27])([CH3:26])[CH3:25])[CH2:9]1)[C:2]1[CH:3]=[CH:4][CH:5]=[CH:6][CH:7]=1, predict the reactants needed to synthesize it. The reactants are: [CH2:1]([N:8]1[CH2:12][CH2:11][C@@H:10]([NH:13][C:14]2[CH:19]=[N:18][CH:17]=[C:16]([Cl:20])[N:15]=2)[CH2:9]1)[C:2]1[CH:7]=[CH:6][CH:5]=[CH:4][CH:3]=1.[C:21](O[C:21]([O:23][C:24]([CH3:27])([CH3:26])[CH3:25])=[O:22])([O:23][C:24]([CH3:27])([CH3:26])[CH3:25])=[O:22].